The task is: Regression. Given a peptide amino acid sequence and an MHC pseudo amino acid sequence, predict their binding affinity value. This is MHC class II binding data.. This data is from Peptide-MHC class II binding affinity with 134,281 pairs from IEDB. The peptide sequence is GVIMMFLSLGVGA. The MHC is DRB1_0901 with pseudo-sequence DRB1_0901. The binding affinity (normalized) is 0.533.